Dataset: Reaction yield outcomes from USPTO patents with 853,638 reactions. Task: Predict the reaction yield, written as a fraction of the theoretical maximum amount of product (1.0 means a 100% yield; for example, 0.34 means a 34% yield). (1) The reactants are [CH3:1][O:2][C:3]1[CH:12]=[C:11]2[C:6]([C:7]([NH:18][C:19]3[CH:23]=[C:22]([CH3:24])[NH:21][N:20]=3)=[N:8][C:9]([C:13]([O:15]CC)=O)=[N:10]2)=[CH:5][CH:4]=1.[F:25][C:26]1[CH:31]=[CH:30][C:29]([Mg]Br)=[CH:28][CH:27]=1.C1COCC1. The catalyst is CC(N(C)C)=O. The product is [F:25][C:26]1[CH:31]=[CH:30][C:29]([C:13]([C:9]2[N:8]=[C:7]([NH:18][C:19]3[CH:23]=[C:22]([CH3:24])[NH:21][N:20]=3)[C:6]3[C:11](=[CH:12][C:3]([O:2][CH3:1])=[CH:4][CH:5]=3)[N:10]=2)=[O:15])=[CH:28][CH:27]=1. The yield is 0.950. (2) The yield is 0.930. The reactants are [CH2:1](Cl)[C:2]1[CH:7]=[CH:6][CH:5]=[CH:4][CH:3]=1.[CH3:9][OH:10].O. The catalyst is C1C=CC=CC=1. The product is [CH3:9][O:10][CH2:1][C:2]1[CH:7]=[CH:6][CH:5]=[CH:4][CH:3]=1. (3) The reactants are [C:1]([O:5][C:6](=[O:15])[CH2:7]/[N:8]=[CH:9]/[CH2:10][C:11]([CH3:14])([CH3:13])[CH3:12])([CH3:4])([CH3:3])[CH3:2].[Cl:16][C:17]1[CH:18]=[C:19](/[CH:24]=[C:25](/[C:28]2[CH:33]=[CH:32][C:31]([Cl:34])=[CH:30][C:29]=2[F:35])\[C:26]#[N:27])[CH:20]=[CH:21][C:22]=1[F:23].C(N(CC)CC)C. The catalyst is ClCCl. The product is [C:1]([O:5][C:6]([CH:7]1[CH:24]([C:19]2[CH:20]=[CH:21][C:22]([F:23])=[C:17]([Cl:16])[CH:18]=2)[C:25]([C:28]2[CH:33]=[CH:32][C:31]([Cl:34])=[CH:30][C:29]=2[F:35])([C:26]#[N:27])[CH:9]([CH2:10][C:11]([CH3:14])([CH3:13])[CH3:12])[NH:8]1)=[O:15])([CH3:4])([CH3:3])[CH3:2]. The yield is 0.240. (4) The reactants are C([Li])CCC.C(NCC)C.[C:11]([OH:16])(=[O:15])/[CH:12]=[CH:13]/[CH3:14].[C:17]1(C)[CH:22]=[CH:21]C(S(OCCCC=C)(=O)=O)=[CH:19][CH:18]=1. The product is [CH:13]([CH:12]([CH2:21][CH2:22][CH2:17][CH:18]=[CH2:19])[C:11]([OH:16])=[O:15])=[CH2:14]. The catalyst is O1CCCC1.O. The yield is 0.810. (5) The reactants are [NH2:1][C:2]1[CH:3]=[C:4]([CH:22]=[CH:23][CH:24]=1)[O:5][C:6]1[CH:7]=[CH:8][C:9]2[N:10]([CH:12]=[C:13]([NH:15][C:16](=[O:21])[CH2:17][CH:18]3[CH2:20][CH2:19]3)[N:14]=2)[N:11]=1.[CH3:25][N:26]1[C:30]([C:31](Cl)=[O:32])=[CH:29][C:28]([CH3:34])=[N:27]1. The catalyst is CN(C)C(=O)C. The product is [CH:18]1([CH2:17][C:16]([NH:15][C:13]2[N:14]=[C:9]3[CH:8]=[CH:7][C:6]([O:5][C:4]4[CH:3]=[C:2]([NH:1][C:31]([C:30]5[N:26]([CH3:25])[N:27]=[C:28]([CH3:34])[CH:29]=5)=[O:32])[CH:24]=[CH:23][CH:22]=4)=[N:11][N:10]3[CH:12]=2)=[O:21])[CH2:19][CH2:20]1. The yield is 0.620. (6) The reactants are [C:1]([C:5]1[CH:10]=[CH:9][C:8]([N+:11]([O-:13])=[O:12])=[CH:7][C:6]=1[OH:14])([CH3:4])([CH3:3])[CH3:2].[C:15]([O-])([O-])=O.[K+].[K+].CI. The catalyst is CN(C=O)C.O. The product is [C:1]([C:5]1[CH:10]=[CH:9][C:8]([N+:11]([O-:13])=[O:12])=[CH:7][C:6]=1[O:14][CH3:15])([CH3:4])([CH3:2])[CH3:3]. The yield is 0.760. (7) The reactants are O[CH:2]([C:4]1[S:8][C:7]([NH:9][C:10](=[O:12])[CH3:11])=[N:6][CH:5]=1)[CH3:3].[CH:26]1[CH:31]=[CH:30][C:29](P([C:26]2[CH:31]=[CH:30][CH:29]=[CH:28][CH:27]=2)[C:26]2[CH:31]=[CH:30][CH:29]=[CH:28][CH:27]=2)=[CH:28][CH:27]=1.CC(O[C:36](/[N:38]=N/C(OC(C)C)=O)=O)C.[CH2:46]1[CH2:50]O[CH2:48][CH2:47]1. No catalyst specified. The product is [C:26]1([CH:46]2[CH2:50][CH2:36][N:38]([CH:2]([C:4]3[S:8][C:7]([NH:9][C:10](=[O:12])[CH3:11])=[N:6][CH:5]=3)[CH3:3])[CH2:48][CH2:47]2)[CH:27]=[CH:28][CH:29]=[CH:30][CH:31]=1. The yield is 0.540.